This data is from Forward reaction prediction with 1.9M reactions from USPTO patents (1976-2016). The task is: Predict the product of the given reaction. (1) Given the reactants [CH3:1][O:2][C:3]1[CH:4]=[C:5]2[C:10](=[CH:11][C:12]=1[N+:13]([O-])=O)[NH:9][C:8](=[O:16])[CH2:7][CH2:6]2.CN(C)C=O.[H][H], predict the reaction product. The product is: [NH2:13][C:12]1[CH:11]=[C:10]2[C:5]([CH2:6][CH2:7][C:8](=[O:16])[NH:9]2)=[CH:4][C:3]=1[O:2][CH3:1]. (2) The product is: [F:34][C:35]([F:40])([F:39])[C:36]([OH:38])=[O:37].[NH2:26][C@H:16]([C:11]1[C:10]([C:6]2[CH:5]=[C:4]([CH:9]=[CH:8][CH:7]=2)[C:1]([NH2:2])=[O:3])=[CH:15][CH:14]=[CH:13][N:12]=1)[CH2:17][C:18]1[CH:19]=[C:20]([F:25])[CH:21]=[C:22]([F:24])[CH:23]=1. Given the reactants [C:1]([C:4]1[CH:5]=[C:6]([C:10]2[C:11]([C@@H:16]([NH:26]C(=O)OC(C)(C)C)[CH2:17][C:18]3[CH:23]=[C:22]([F:24])[CH:21]=[C:20]([F:25])[CH:19]=3)=[N:12][CH:13]=[CH:14][CH:15]=2)[CH:7]=[CH:8][CH:9]=1)(=[O:3])[NH2:2].[F:34][C:35]([F:40])([F:39])[C:36]([OH:38])=[O:37], predict the reaction product. (3) Given the reactants Br[C:2]1[CH:11]=[CH:10][C:5]([C:6]([O:8][CH3:9])=[O:7])=[C:4]([NH:12][CH:13]([CH3:15])[CH3:14])[CH:3]=1.[CH2:16]([N:23]([C:35]([O:37][C:38]([CH3:41])([CH3:40])[CH3:39])=[O:36])[CH2:24][CH2:25][C:26]1[CH:31]=[CH:30][C:29](B(O)O)=[CH:28][CH:27]=1)[C:17]1[CH:22]=[CH:21][CH:20]=[CH:19][CH:18]=1.C(=O)([O-])[O-].[Na+].[Na+], predict the reaction product. The product is: [CH2:16]([N:23]([C:35]([O:37][C:38]([CH3:41])([CH3:40])[CH3:39])=[O:36])[CH2:24][CH2:25][C:26]1[CH:31]=[CH:30][C:29]([C:2]2[CH:11]=[CH:10][C:5]([C:6]([O:8][CH3:9])=[O:7])=[C:4]([NH:12][CH:13]([CH3:15])[CH3:14])[CH:3]=2)=[CH:28][CH:27]=1)[C:17]1[CH:18]=[CH:19][CH:20]=[CH:21][CH:22]=1. (4) Given the reactants [C:1]([C:3]1[CH:8]=[CH:7][C:6]([CH2:9][CH2:10][C:11]([O:13][CH3:14])=[O:12])=[CH:5][CH:4]=1)#[CH:2].Br[C:16]1[CH:24]=[CH:23][CH:22]=[CH:21][C:17]=1[CH2:18][CH2:19][OH:20], predict the reaction product. The product is: [OH:20][CH2:19][CH2:18][C:17]1[CH:21]=[CH:22][CH:23]=[CH:24][C:16]=1[C:2]#[C:1][C:3]1[CH:8]=[CH:7][C:6]([CH2:9][CH2:10][C:11]([O:13][CH3:14])=[O:12])=[CH:5][CH:4]=1. (5) Given the reactants [NH2:1][CH2:2][C:3]1[C:7]2[N:8]([CH3:24])[CH:9]=[C:10]([C:13]([NH:15][CH2:16][C:17]3[CH:22]=[CH:21][C:20]([Cl:23])=[CH:19][CH:18]=3)=[O:14])[C:11](=[O:12])[C:6]=2[S:5][C:4]=1[CH2:25][N:26]([CH2:28][C@@H:29]([OH:36])[C:30]1[CH:35]=[CH:34][CH:33]=[CH:32][N:31]=1)[CH3:27].C(N(C(C)C)CC)(C)C.[CH3:46][S:47](Cl)(=[O:49])=[O:48], predict the reaction product. The product is: [Cl:23][C:20]1[CH:19]=[CH:18][C:17]([CH2:16][NH:15][C:13]([C:10]2[C:11](=[O:12])[C:6]3[S:5][C:4]([CH2:25][N:26]([CH2:28][C@@H:29]([OH:36])[C:30]4[CH:35]=[CH:34][CH:33]=[CH:32][N:31]=4)[CH3:27])=[C:3]([CH2:2][NH:1][S:47]([CH3:46])(=[O:49])=[O:48])[C:7]=3[N:8]([CH3:24])[CH:9]=2)=[O:14])=[CH:22][CH:21]=1. (6) Given the reactants [O:1]=[C:2]1[NH:6][C:5]2[CH:7]=[CH:8][C:9]([CH:11]=[O:12])=[CH:10][C:4]=2[S:3]1.Br[CH2:14][CH2:15][CH2:16][OH:17].C(=O)([O-])[O-].[K+].[K+].[I-].[K+], predict the reaction product. The product is: [OH:17][CH2:16][CH2:15][CH2:14][N:6]1[C:5]2[CH:7]=[CH:8][C:9]([CH:11]=[O:12])=[CH:10][C:4]=2[S:3][C:2]1=[O:1]. (7) Given the reactants [OH:1][CH:2]1[CH2:7][CH2:6][CH2:5][CH2:4][CH:3]1[NH:8][C:9](=[O:19])[CH2:10]P(=O)(OCC)OCC.[C:20]1([S:26][C:27]2[CH:34]=[CH:33][CH:32]=[CH:31][C:28]=2[CH:29]=O)[CH:25]=[CH:24][CH:23]=[CH:22][CH:21]=1, predict the reaction product. The product is: [OH:1][CH:2]1[CH2:7][CH2:6][CH2:5][CH2:4][CH:3]1[NH:8][C:9](=[O:19])/[CH:10]=[CH:29]/[C:28]1[CH:31]=[CH:32][CH:33]=[CH:34][C:27]=1[S:26][C:20]1[CH:25]=[CH:24][CH:23]=[CH:22][CH:21]=1. (8) The product is: [CH:26]([NH:30][C:2]1[CH:3]=[C:4]([N:11]([CH2:19][CH:20]2[CH2:25][CH2:24][O:23][CH2:22][CH2:21]2)[C:12](=[O:18])[O:13][C:14]([CH3:17])([CH3:16])[CH3:15])[C:5]2[N:6]([CH:8]=[CH:9][N:10]=2)[N:7]=1)([CH2:28][CH3:29])[CH3:27]. Given the reactants Cl[C:2]1[CH:3]=[C:4]([N:11]([CH2:19][CH:20]2[CH2:25][CH2:24][O:23][CH2:22][CH2:21]2)[C:12](=[O:18])[O:13][C:14]([CH3:17])([CH3:16])[CH3:15])[C:5]2[N:6]([CH:8]=[CH:9][N:10]=2)[N:7]=1.[CH:26]([NH2:30])([CH2:28][CH3:29])[CH3:27].CC1(C)C2C(=C(P(C3C=CC=CC=3)C3C=CC=CC=3)C=CC=2)OC2C(P(C3C=CC=CC=3)C3C=CC=CC=3)=CC=CC1=2.C(=O)([O-])[O-].[K+].[K+], predict the reaction product.